This data is from HIV replication inhibition screening data with 41,000+ compounds from the AIDS Antiviral Screen. The task is: Binary Classification. Given a drug SMILES string, predict its activity (active/inactive) in a high-throughput screening assay against a specified biological target. (1) The compound is Cc1cc(C)cc(C(C#N)=Cc2ccc(N(C)C)cc2)c1. The result is 0 (inactive). (2) The molecule is COc1ccc(C=C2C(=O)N(NC(C)=O)c3ccccc32)cc1. The result is 0 (inactive). (3) The compound is O=C(Nc1nc(O)c2ncn(C3OC(CO)C(O)C3O)c2n1)c1ccccc1. The result is 0 (inactive). (4) The compound is CN(C)CCCOCCn1c2c(c3ccccc31)CCCC2. The result is 0 (inactive).